Dataset: Full USPTO retrosynthesis dataset with 1.9M reactions from patents (1976-2016). Task: Predict the reactants needed to synthesize the given product. Given the product [F:34][C:2]([F:1])([O:13][C:14]1[CH:19]=[CH:18][C:17]([C:20]2[CH:21]=[C:22]([F:32])[C:23]([O:27][C:28]([F:29])([F:31])[F:30])=[C:24]([F:26])[CH:25]=2)=[C:16]([F:33])[CH:15]=1)[C:3]1[C:4]([F:12])=[CH:5][C:6]([CH:7]2[O:41][CH2:40][CH:39]([CH2:36][CH2:37][CH3:38])[CH2:42][O:8]2)=[CH:9][C:10]=1[F:11], predict the reactants needed to synthesize it. The reactants are: [F:1][C:2]([F:34])([O:13][C:14]1[CH:19]=[CH:18][C:17]([C:20]2[CH:25]=[C:24]([F:26])[C:23]([O:27][C:28]([F:31])([F:30])[F:29])=[C:22]([F:32])[CH:21]=2)=[C:16]([F:33])[CH:15]=1)[C:3]1[C:10]([F:11])=[CH:9][C:6]([CH:7]=[O:8])=[CH:5][C:4]=1[F:12].O.[CH2:36]([CH:39]([CH2:42]O)[CH2:40][OH:41])[CH2:37][CH3:38].O.C1(C)C=CC(S(O)(=O)=O)=CC=1.